From a dataset of Forward reaction prediction with 1.9M reactions from USPTO patents (1976-2016). Predict the product of the given reaction. (1) The product is: [F:22][CH:2]([F:1])[O:3][C:4]1[C:9]2[O:10][C:11]3[CH:16]=[CH:15][C:14]([N+:17]([O-:19])=[O:18])=[CH:13][C:12]=3[C:8]=2[C:7]([C:20]([OH:25])=[O:21])=[CH:6][CH:5]=1. Given the reactants [F:1][CH:2]([F:22])[O:3][C:4]1[C:9]2[O:10][C:11]3[CH:16]=[CH:15][C:14]([N+:17]([O-:19])=[O:18])=[CH:13][C:12]=3[C:8]=2[C:7]([CH:20]=[O:21])=[CH:6][CH:5]=1.CC(C)=[O:25].[Mn]([O-])(=O)(=O)=O.[K+], predict the reaction product. (2) The product is: [CH3:26][O:25][C:16]1[CH:15]=[C:14]([CH2:13][C:12](=[O:11])[CH2:6][C:7]#[N:8])[CH:19]=[CH:18][C:17]=1[O:20][CH2:21][CH2:22][O:23][CH3:24]. Given the reactants C([Li])CCC.[CH3:6][C:7]#[N:8].C([O:11][C:12](=O)[CH2:13][C:14]1[CH:19]=[CH:18][C:17]([O:20][CH2:21][CH2:22][O:23][CH3:24])=[C:16]([O:25][CH3:26])[CH:15]=1)C.[NH4+].[Cl-], predict the reaction product. (3) Given the reactants Br[C:2]1[CH:7]=[CH:6][N:5]2[N:8]=[C:9]([N:11]([CH2:13][CH3:14])[CH3:12])[N:10]=[C:4]2[CH:3]=1.[C:15](=[O:22])([O:17][C:18]([CH3:21])([CH3:20])[CH3:19])[NH2:16].C(=O)([O-])[O-].[Cs+].[Cs+].C1(P(C2C=CC=CC=2)C2C3OC4C(=CC=CC=4P(C4C=CC=CC=4)C4C=CC=CC=4)C(C)(C)C=3C=CC=2)C=CC=CC=1, predict the reaction product. The product is: [C:18]([O:17][C:15](=[O:22])[NH:16][C:2]1[CH:7]=[CH:6][N:5]2[N:8]=[C:9]([N:11]([CH2:13][CH3:14])[CH3:12])[N:10]=[C:4]2[CH:3]=1)([CH3:21])([CH3:20])[CH3:19]. (4) Given the reactants [CH3:1][O:2][C:3]1[CH:45]=[CH:44][C:6]([CH2:7][N:8]([CH:41]([CH3:43])[CH3:42])[CH2:9][CH2:10][C@H:11]([NH:16][C:17]([C:19]2[CH:27]=[C:26]3[C:22]([CH:23]=[N:24][N:25]3[CH2:28][CH:29]([CH3:31])[CH3:30])=[CH:21][C:20]=2[O:32][C:33]2[CH:38]=[CH:37][C:36]([F:39])=[CH:35][C:34]=2[F:40])=[O:18])[C:12](OC)=[O:13])=[CH:5][CH:4]=1.[BH4-].[Na+], predict the reaction product. The product is: [CH3:1][O:2][C:3]1[CH:45]=[CH:44][C:6]([CH2:7][N:8]([CH:41]([CH3:43])[CH3:42])[CH2:9][CH2:10][C@H:11]([NH:16][C:17]([C:19]2[CH:27]=[C:26]3[C:22]([CH:23]=[N:24][N:25]3[CH2:28][CH:29]([CH3:31])[CH3:30])=[CH:21][C:20]=2[O:32][C:33]2[CH:38]=[CH:37][C:36]([F:39])=[CH:35][C:34]=2[F:40])=[O:18])[CH2:12][OH:13])=[CH:5][CH:4]=1. (5) Given the reactants [N+:1]([CH2:4][CH:5]1[CH2:11][CH2:10][C:9]2[CH:12]=[CH:13][CH:14]=[CH:15][C:8]=2[CH2:7][CH2:6]1)([O-])=O.[ClH:16], predict the reaction product. The product is: [ClH:16].[CH:12]1[C:9]2[CH2:10][CH2:11][CH:5]([CH2:4][NH2:1])[CH2:6][CH2:7][C:8]=2[CH:15]=[CH:14][CH:13]=1.